From a dataset of Catalyst prediction with 721,799 reactions and 888 catalyst types from USPTO. Predict which catalyst facilitates the given reaction. Reactant: [C:1]([O:4][C:5]1[CH:6]=[C:7]([C:11]2[O:15][CH2:14][C:13]([CH3:17])([CH3:16])[C:12]=2[C:18]([CH3:37])([CH3:36])[CH2:19][O:20][CH2:21][CH2:22][CH2:23][CH2:24][CH2:25][CH2:26][CH2:27][CH2:28][CH2:29][CH2:30][C:31]([O:33][CH2:34][CH3:35])=[O:32])[CH:8]=[CH:9][CH:10]=1)(=[O:3])[CH3:2].[Na].[O:39]=[O:40]. Product: [C:1]([O:4][C:5]1[CH:6]=[C:7]([C:11]23[O:40][O:39][C:12]2([C:18]([CH3:36])([CH3:37])[CH2:19][O:20][CH2:21][CH2:22][CH2:23][CH2:24][CH2:25][CH2:26][CH2:27][CH2:28][CH2:29][CH2:30][C:31]([O:33][CH2:34][CH3:35])=[O:32])[C:13]([CH3:16])([CH3:17])[CH2:14][O:15]3)[CH:8]=[CH:9][CH:10]=1)(=[O:3])[CH3:2]. The catalyst class is: 4.